This data is from Reaction yield outcomes from USPTO patents with 853,638 reactions. The task is: Predict the reaction yield, written as a fraction of the theoretical maximum amount of product (1.0 means a 100% yield; for example, 0.34 means a 34% yield). (1) The reactants are [F:1][C:2]1[CH:7]=[C:6](I)[CH:5]=[CH:4][C:3]=1[N:9]1[CH:14]=[C:13]([O:15][CH3:16])[C:12](=[O:17])[C:11]([C:18]2[N:22]([C:23]3[CH:28]=[CH:27][CH:26]=[CH:25][CH:24]=3)[N:21]=[CH:20][CH:19]=2)=[N:10]1.Cl.[F:30][CH:31]1[CH2:34][NH:33][CH2:32]1.O(C(C)(C)C)[Na].CC1(C)C2C(=C(P(C3C=CC=CC=3)C3C=CC=CC=3)C=CC=2)OC2C(P(C3C=CC=CC=3)C3C=CC=CC=3)=CC=CC1=2. The catalyst is O1CCOCC1.C([O-])(O)=O.[Na+].C1C=CC(/C=C/C(/C=C/C2C=CC=CC=2)=O)=CC=1.C1C=CC(/C=C/C(/C=C/C2C=CC=CC=2)=O)=CC=1.C1C=CC(/C=C/C(/C=C/C2C=CC=CC=2)=O)=CC=1.[Pd].[Pd]. The product is [F:1][C:2]1[CH:7]=[C:6]([N:33]2[CH2:34][CH:31]([F:30])[CH2:32]2)[CH:5]=[CH:4][C:3]=1[N:9]1[CH:14]=[C:13]([O:15][CH3:16])[C:12](=[O:17])[C:11]([C:18]2[N:22]([C:23]3[CH:28]=[CH:27][CH:26]=[CH:25][CH:24]=3)[N:21]=[CH:20][CH:19]=2)=[N:10]1. The yield is 0.400. (2) The reactants are [Cl:1][C:2]1[CH:3]=[C:4]([OH:13])[C:5](=[CH:11][CH:12]=1)[C:6]([O:8][CH2:9][CH3:10])=[O:7].Cl[C:15]1[C:24]2[C:19](=[CH:20][C:21]([O:27][CH3:28])=[C:22]([O:25][CH3:26])[CH:23]=2)[N:18]=[CH:17][CH:16]=1. The catalyst is CN(C)C1C=CN=CC=1.ClC1C=CC=CC=1Cl. The product is [Cl:1][C:2]1[CH:12]=[CH:11][C:5]([C:6]([O:8][CH2:9][CH3:10])=[O:7])=[C:4]([O:13][C:15]2[C:24]3[C:19](=[CH:20][C:21]([O:27][CH3:28])=[C:22]([O:25][CH3:26])[CH:23]=3)[N:18]=[CH:17][CH:16]=2)[CH:3]=1. The yield is 0.0800. (3) The reactants are C(CCC1C(CCCCCCOC2C=C(C3C=CC(F)=C(F)C=3)C=C(C(=O)N(C)C)C=2)=CC=CC=1OCCCC(O)=O)(O)=O.C([O:47][C:48](=[O:93])[CH2:49][CH2:50][CH2:51][O:52][C:53]1[CH:58]=[CH:57][CH:56]=[C:55]([CH2:59][CH2:60][CH2:61][CH2:62][CH2:63][CH2:64][O:65][C:66]2[CH:71]=[C:70]([C:72]3[CH:76]=[CH:75][S:74][CH:73]=3)[CH:69]=[C:68]([C:77]([N:79]3[CH2:83][CH2:82][C:81]([F:85])([F:84])[CH2:80]3)=[O:78])[CH:67]=2)[C:54]=1[CH2:86][CH2:87][C:88]([O:90]CC)=[O:89])C.[OH-].[Na+]. The catalyst is CCO. The product is [C:88]([CH2:87][CH2:86][C:54]1[C:55]([CH2:59][CH2:60][CH2:61][CH2:62][CH2:63][CH2:64][O:65][C:66]2[CH:71]=[C:70]([C:72]3[CH:76]=[CH:75][S:74][CH:73]=3)[CH:69]=[C:68]([C:77]([N:79]3[CH2:83][CH2:82][C:81]([F:84])([F:85])[CH2:80]3)=[O:78])[CH:67]=2)=[CH:56][CH:57]=[CH:58][C:53]=1[O:52][CH2:51][CH2:50][CH2:49][C:48]([OH:93])=[O:47])([OH:90])=[O:89]. The yield is 0.910. (4) The reactants are [NH2:1][C:2]1[CH:7]=[C:6]([CH3:8])[C:5]([NH:9][C:10](=[O:17])[CH2:11][CH:12]2[CH2:16][CH2:15][CH2:14][CH2:13]2)=[C:4]([Cl:18])[CH:3]=1.Cl[CH2:20][CH2:21][O:22][CH2:23][CH2:24]Cl.[I-].[K+]. The catalyst is C(O)C. The product is [Cl:18][C:4]1[CH:3]=[C:2]([N:1]2[CH2:24][CH2:23][O:22][CH2:21][CH2:20]2)[CH:7]=[C:6]([CH3:8])[C:5]=1[NH:9][C:10](=[O:17])[CH2:11][CH:12]1[CH2:13][CH2:14][CH2:15][CH2:16]1. The yield is 0.410. (5) The catalyst is C(Cl)Cl. The product is [C:1]([N:8]1[CH2:13][CH2:12][CH2:11][CH:10]([CH2:14][N:15]([C:16]2[CH:17]=[N:18][CH:19]=[CH:20][CH:21]=2)[C:25]([CH:22]2[CH2:24][CH2:23]2)=[O:26])[CH2:9]1)([O:3][C:4]([CH3:6])([CH3:7])[CH3:5])=[O:2]. The yield is 0.730. The reactants are [C:1]([N:8]1[CH2:13][CH2:12][CH2:11][CH:10]([CH2:14][NH:15][C:16]2[CH:17]=[N:18][CH:19]=[CH:20][CH:21]=2)[CH2:9]1)([O:3][C:4]([CH3:7])([CH3:6])[CH3:5])=[O:2].[CH:22]1([C:25](Cl)=[O:26])[CH2:24][CH2:23]1.